This data is from Full USPTO retrosynthesis dataset with 1.9M reactions from patents (1976-2016). The task is: Predict the reactants needed to synthesize the given product. (1) Given the product [C:29]([C:2]1[N:3]=[C:4]([NH2:28])[C:5]2[N:6]=[C:7]([NH:20][CH2:21][C:22]3[CH:27]=[CH:26][CH:25]=[CH:24][CH:23]=3)[N:8]([C:18]=2[N:19]=1)[C@@H:9]1[O:17][C@H:14]([CH2:15][OH:16])[C@@H:12]([OH:13])[C@H:10]1[OH:11])#[C:30][CH2:31][CH2:32][CH2:33][CH3:34], predict the reactants needed to synthesize it. The reactants are: I[C:2]1[N:3]=[C:4]([NH2:28])[C:5]2[N:6]=[C:7]([NH:20][CH2:21][C:22]3[CH:27]=[CH:26][CH:25]=[CH:24][CH:23]=3)[N:8]([C:18]=2[N:19]=1)[C@@H:9]1[O:17][C@H:14]([CH2:15][OH:16])[C@@H:12]([OH:13])[C@H:10]1[OH:11].[CH:29]#[C:30][CH2:31][CH2:32][CH2:33][CH3:34]. (2) Given the product [CH3:1][O:2][C:3](=[O:19])[C:4]1[CH:9]=[C:8]([CH:20]=[CH2:21])[C:7]([C:11]([F:14])([F:13])[F:12])=[CH:6][C:5]=1[NH:15][C:16](=[O:18])[CH3:17], predict the reactants needed to synthesize it. The reactants are: [CH3:1][O:2][C:3](=[O:19])[C:4]1[CH:9]=[C:8](I)[C:7]([C:11]([F:14])([F:13])[F:12])=[CH:6][C:5]=1[NH:15][C:16](=[O:18])[CH3:17].[CH2:20]([Sn](CCCC)(CCCC)C=C)[CH2:21]CC.O.O.[F-].[K+]. (3) The reactants are: [Cl:1][C:2]1[CH:11]=[C:10]2[C:5]([CH2:6][CH:7]([CH3:12])[N:8]=[CH:9]2)=[CH:4][C:3]=1[O:13][CH3:14].C(O)(C(F)(F)F)=[O:16].B(F)(F)F.CCOCC.[CH2:31]([O:33][CH:34]=[C:35]([C:42]([O:44][Si](C)(C)C)=[CH2:43])[CH2:36]C(OCC)=O)[CH3:32]. Given the product [Cl:1][C:2]1[C:3]([O:13][CH3:14])=[CH:4][C:5]2[CH2:6][CH:7]([CH3:12])[N:8]3[CH:9]([CH2:43][C:42](=[O:44])[C:35]([C:34]([O:33][CH2:31][CH3:32])=[O:16])=[CH:36]3)[C:10]=2[CH:11]=1, predict the reactants needed to synthesize it. (4) Given the product [CH3:10][C:11]1[NH:15][N:14]=[C:13]([NH:16][C:17]2[CH:22]=[C:21]([N:23]3[CH2:28][CH2:27][CH:26]([N:29]4[CH2:33][CH2:32][CH2:31][CH2:30]4)[CH2:25][CH2:24]3)[N:20]=[C:19](/[CH:34]=[CH:35]/[C:36]3[CH:37]=[CH:38][CH:39]=[CH:40][CH:41]=3)[N:18]=2)[CH:12]=1, predict the reactants needed to synthesize it. The reactants are: C(N(C(C)C)CC)(C)C.[CH3:10][C:11]1[NH:15][N:14]=[C:13]([NH:16][C:17]2[CH:22]=[C:21]([N:23]3[CH2:28][CH2:27][CH:26]([N:29]4[CH2:33][CH2:32][CH2:31][CH2:30]4)[CH2:25][CH2:24]3)[N:20]=[C:19]([CH:34]=[CH:35][C:36]3[CH:41]=[CH:40][CH:39]=[CH:38][CH:37]=3)[N:18]=2)[CH:12]=1.N1(C2CCNCC2)CCCC1. (5) Given the product [C:1]([C:4]1[CH:5]=[C:6]([NH2:10])[CH:7]=[CH:8][C:9]=1[N+:17]([O-:19])=[O:18])(=[O:3])[CH3:2], predict the reactants needed to synthesize it. The reactants are: [C:1]([C:4]1[CH:5]=[C:6]([NH:10]C(=O)C(F)(F)F)[CH:7]=[CH:8][CH:9]=1)(=[O:3])[CH3:2].[N+:17]([O-])([OH:19])=[O:18].[NH4+].[OH-].